This data is from Forward reaction prediction with 1.9M reactions from USPTO patents (1976-2016). The task is: Predict the product of the given reaction. (1) Given the reactants [CH3:1][N:2]1[CH:6]2[CH2:7][CH2:8][C:3]1([C@@H:9]([C:11]1[CH:16]=[CH:15][CH:14]=[CH:13][CH:12]=1)[NH2:10])[CH2:4][CH2:5]2.CCN(C(C)C)C(C)C.[CH3:26][S:27][C:28]1[N:36]=[CH:35][CH:34]=[CH:33][C:29]=1[C:30](O)=[O:31].C1C=CC2N(O)N=NC=2C=1.CN(C(ON1N=NC2C=CC=CC1=2)=[N+](C)C)C.[B-](F)(F)(F)F, predict the reaction product. The product is: [CH3:1][N:2]1[CH:6]2[CH2:7][CH2:8][C:3]1([C@@H:9]([C:11]1[CH:16]=[CH:15][CH:14]=[CH:13][CH:12]=1)[NH:10][C:30](=[O:31])[C:29]1[CH:33]=[CH:34][CH:35]=[N:36][C:28]=1[S:27][CH3:26])[CH2:4][CH2:5]2. (2) Given the reactants [NH2:1][C:2]1[CH:7]=[CH:6][C:5]([C:8]2[NH:16][C:15]3[C:14]([NH:17][C:18]4[CH:23]=[CH:22][C:21]([O:24][C:25]5[CH:26]=[N:27][C:28]([CH3:31])=[CH:29][CH:30]=5)=[C:20]([CH3:32])[CH:19]=4)=[N:13][CH:12]=[N:11][C:10]=3[CH:9]=2)=[CH:4][CH:3]=1.[CH3:33][O:34][CH2:35][C:36](O)=[O:37].O.ON1C2C=CC=CC=2N=N1.Cl.C(N=C=NCCCN(C)C)C, predict the reaction product. The product is: [CH3:33][O:34][CH2:35][C:36]([NH:1][C:2]1[CH:7]=[CH:6][C:5]([C:8]2[NH:16][C:15]3[C:14]([NH:17][C:18]4[CH:23]=[CH:22][C:21]([O:24][C:25]5[CH:26]=[N:27][C:28]([CH3:31])=[CH:29][CH:30]=5)=[C:20]([CH3:32])[CH:19]=4)=[N:13][CH:12]=[N:11][C:10]=3[CH:9]=2)=[CH:4][CH:3]=1)=[O:37]. (3) Given the reactants Cl[C:2]1[C:3](=[O:16])[N:4]([CH:9]([CH2:14][CH3:15])[CH2:10][CH2:11][O:12][CH3:13])[CH:5]=[C:6]([Cl:8])[N:7]=1.[Cl:17][C:18]1[CH:19]=[C:20]2[C:24](=[C:25]([Cl:27])[CH:26]=1)[NH:23][CH2:22][CH2:21]2, predict the reaction product. The product is: [Cl:8][C:6]1[N:7]=[C:2]([N:23]2[C:24]3[C:20](=[CH:19][C:18]([Cl:17])=[CH:26][C:25]=3[Cl:27])[CH2:21][CH2:22]2)[C:3](=[O:16])[N:4]([CH:9]([CH2:14][CH3:15])[CH2:10][CH2:11][O:12][CH3:13])[CH:5]=1. (4) Given the reactants Cl.Cl.Cl.[O:4]1[C:12]2[CH:11]=[CH:10][N:9]=[C:8]([N:13]3[CH2:18][CH2:17][N:16]([CH2:19][CH2:20][C@H:21]4[CH2:26][CH2:25][C@H:24]([NH2:27])[CH2:23][CH2:22]4)[CH2:15][CH2:14]3)[C:7]=2[CH2:6][CH2:5]1.[N:28]1([C:34]2[N:35]=[CH:36][C:37]([C:40](O)=[O:41])=[N:38][CH:39]=2)[CH2:33][CH2:32][O:31][CH2:30][CH2:29]1, predict the reaction product. The product is: [O:4]1[C:12]2[CH:11]=[CH:10][N:9]=[C:8]([N:13]3[CH2:18][CH2:17][N:16]([CH2:19][CH2:20][C@H:21]4[CH2:26][CH2:25][C@H:24]([NH:27][C:40]([C:37]5[CH:36]=[N:35][C:34]([N:28]6[CH2:33][CH2:32][O:31][CH2:30][CH2:29]6)=[CH:39][N:38]=5)=[O:41])[CH2:23][CH2:22]4)[CH2:15][CH2:14]3)[C:7]=2[CH2:6][CH2:5]1. (5) Given the reactants Cl[C:2]1[CH:7]=[CH:6][N:5]=[C:4]([N:8]2[N:19]=[CH:18][C:17]3[C:16]4[CH2:15][C:14]([CH3:21])([CH3:20])[CH2:13][C:12]=4[S:11][C:10]=3[C:9]2=[O:22])[C:3]=1[CH:23]=[O:24].[CH3:25][N:26]1[CH:31]=[C:30](B2OC(C)(C)C(C)(C)O2)[CH:29]=[C:28]([NH:41][C:42]2[CH:47]=[CH:46][C:45]([N:48]3[CH2:53][CH2:52][N:51]([CH:54]4[CH2:57][O:56][CH2:55]4)[CH2:50][C@@H:49]3[CH3:58])=[CH:44][N:43]=2)[C:27]1=[O:59], predict the reaction product. The product is: [CH3:20][C:14]1([CH3:21])[CH2:13][C:12]2[S:11][C:10]3[C:9](=[O:22])[N:8]([C:4]4[C:3]([CH:23]=[O:24])=[C:2]([C:30]5[CH:29]=[C:28]([NH:41][C:42]6[CH:47]=[CH:46][C:45]([N:48]7[CH2:53][CH2:52][N:51]([CH:54]8[CH2:55][O:56][CH2:57]8)[CH2:50][C@@H:49]7[CH3:58])=[CH:44][N:43]=6)[C:27](=[O:59])[N:26]([CH3:25])[CH:31]=5)[CH:7]=[CH:6][N:5]=4)[N:19]=[CH:18][C:17]=3[C:16]=2[CH2:15]1. (6) Given the reactants [CH3:1][C:2]1[CH:7]=[C:6]([C:8]2[CH:9]=[CH:10][C:11]3[N:17]4[CH2:18][C@H:14]([CH2:15][CH2:16]4)[NH:13][C:12]=3[N:19]=2)[CH:5]=[CH:4][N:3]=1.Cl[C:21](Cl)([O:23]C(=O)OC(Cl)(Cl)Cl)Cl.[O:32]1[C:36]2[CH:37]=[CH:38][C:39]([NH2:41])=[CH:40][C:35]=2[O:34][CH2:33]1.C(N(C(C)C)C(C)C)C.C([O-])(O)=O.[Na+], predict the reaction product. The product is: [O:32]1[C:36]2[CH:37]=[CH:38][C:39]([NH:41][C:21]([N:13]3[C@@H:14]4[CH2:18][N:17]([CH2:16][CH2:15]4)[C:11]4[CH:10]=[CH:9][C:8]([C:6]5[CH:5]=[CH:4][N:3]=[C:2]([CH3:1])[CH:7]=5)=[N:19][C:12]3=4)=[O:23])=[CH:40][C:35]=2[O:34][CH2:33]1. (7) Given the reactants [CH3:1][C:2]([S:6]([CH3:9])(=[O:8])=[O:7])([CH3:5])[C:3]#[N:4].C(=O)=O.CC(C)=O.C([Li])CCC.CCCCCC.[F:28][C:29]1[CH:34]=[CH:33][C:32]([N+:35]([O-:37])=[O:36])=[CH:31][C:30]=1[C:38](=[N:40][S:41]([C:43]([CH3:46])([CH3:45])[CH3:44])=[O:42])[CH3:39].C[Al](C)C, predict the reaction product. The product is: [C:3]([C:2]([S:6]([CH2:9][C:38]([NH:40][S:41]([C:43]([CH3:44])([CH3:46])[CH3:45])=[O:42])([C:30]1[CH:31]=[C:32]([N+:35]([O-:37])=[O:36])[CH:33]=[CH:34][C:29]=1[F:28])[CH3:39])(=[O:8])=[O:7])([CH3:5])[CH3:1])#[N:4]. (8) Given the reactants Cl[C:2]1[N:7]=[C:6]([C:8]2[CH:13]=[CH:12][CH:11]=[CH:10][CH:9]=2)[N:5]=[C:4]([N:14]2[CH2:19][CH2:18][CH:17]([C:20]([NH:22][CH2:23][C:24]3[CH:29]=[CH:28][C:27]([Cl:30])=[CH:26][C:25]=3[Cl:31])=[O:21])[CH2:16][CH2:15]2)[CH:3]=1.[CH3:32][NH2:33].CCO, predict the reaction product. The product is: [Cl:31][C:25]1[CH:26]=[C:27]([Cl:30])[CH:28]=[CH:29][C:24]=1[CH2:23][NH:22][C:20]([CH:17]1[CH2:18][CH2:19][N:14]([C:4]2[CH:3]=[C:2]([NH:33][CH3:32])[N:7]=[C:6]([C:8]3[CH:9]=[CH:10][CH:11]=[CH:12][CH:13]=3)[N:5]=2)[CH2:15][CH2:16]1)=[O:21].